Dataset: Catalyst prediction with 721,799 reactions and 888 catalyst types from USPTO. Task: Predict which catalyst facilitates the given reaction. (1) Reactant: I[C:2]1[CH:7]=[CH:6][C:5]([N:8]2[CH:12]=[CH:11][N:10]=[N:9]2)=[CH:4][CH:3]=1.[CH3:13][C:14]1([CH3:30])[C:18]([CH3:20])([CH3:19])[O:17][B:16]([B:16]2[O:17][C:18]([CH3:20])([CH3:19])[C:14]([CH3:30])([CH3:13])[O:15]2)[O:15]1.C([O-])(=O)C.[K+]. Product: [CH3:13][C:14]1([CH3:30])[C:18]([CH3:20])([CH3:19])[O:17][B:16]([C:2]2[CH:7]=[CH:6][C:5]([N:8]3[CH:12]=[CH:11][N:10]=[N:9]3)=[CH:4][CH:3]=2)[O:15]1. The catalyst class is: 16. (2) Reactant: [CH:1]([N:4]1[C:8]([C:9]2[N:10]=[C:11]3[C:17]4[CH:18]=[CH:19][C:20]([C:22]5[N:26]([CH:27]6[CH2:32][CH2:31][CH2:30][N:29]([C:33]([CH3:40])([CH3:39])[C:34](OCC)=[O:35])[CH2:28]6)[N:25]=[CH:24][CH:23]=5)=[CH:21][C:16]=4[O:15][CH2:14][CH2:13][N:12]3[CH:41]=2)=[N:7][C:6]([CH3:42])=[N:5]1)([CH3:3])[CH3:2].[H-].[Al+3].[Li+].[H-].[H-].[H-]. Product: [CH:1]([N:4]1[C:8]([C:9]2[N:10]=[C:11]3[C:17]4[CH:18]=[CH:19][C:20]([C:22]5[N:26]([CH:27]6[CH2:32][CH2:31][CH2:30][N:29]([C:33]([CH3:40])([CH3:39])[CH2:34][OH:35])[CH2:28]6)[N:25]=[CH:24][CH:23]=5)=[CH:21][C:16]=4[O:15][CH2:14][CH2:13][N:12]3[CH:41]=2)=[N:7][C:6]([CH3:42])=[N:5]1)([CH3:3])[CH3:2]. The catalyst class is: 7. (3) Reactant: [CH3:1][CH:2]1[C:11]2[C:6](=[CH:7][CH:8]=[CH:9][CH:10]=2)[C:5]([C:12]2[CH:17]=[CH:16][C:15]([C:18]([F:21])([F:20])[F:19])=[CH:14][CH:13]=2)=[N:4][CH2:3]1.[BH4-].[Na+]. Product: [CH3:1][CH:2]1[C:11]2[C:6](=[CH:7][CH:8]=[CH:9][CH:10]=2)[CH:5]([C:12]2[CH:17]=[CH:16][C:15]([C:18]([F:21])([F:19])[F:20])=[CH:14][CH:13]=2)[NH:4][CH2:3]1. The catalyst class is: 5. (4) Reactant: [C:1]([N:20]1[CH:24]=[C:23]([C:25]2[CH:29]=[C:28]([C:30](O)=[O:31])[NH:27][N:26]=2)[N:22]=[CH:21]1)([C:14]1[CH:19]=[CH:18][CH:17]=[CH:16][CH:15]=1)([C:8]1[CH:13]=[CH:12][CH:11]=[CH:10][CH:9]=1)[C:2]1[CH:7]=[CH:6][CH:5]=[CH:4][CH:3]=1.[NH2:33][C@@H:34]([CH3:51])[CH2:35][N:36]1[CH:40]=[CH:39][C:38]([C:41]2[CH:48]=[C:47]([F:49])[C:44]([C:45]#[N:46])=[C:43]([Cl:50])[CH:42]=2)=[N:37]1.CN(C(ON1N=NC2C=CC=CC1=2)=[N+](C)C)C.F[P-](F)(F)(F)(F)F. Product: [Cl:50][C:43]1[CH:42]=[C:41]([C:38]2[CH:39]=[CH:40][N:36]([CH2:35][C@@H:34]([NH:33][C:30]([C:28]3[NH:27][N:26]=[C:25]([C:23]4[N:22]=[CH:21][N:20]([C:1]([C:8]5[CH:13]=[CH:12][CH:11]=[CH:10][CH:9]=5)([C:14]5[CH:15]=[CH:16][CH:17]=[CH:18][CH:19]=5)[C:2]5[CH:7]=[CH:6][CH:5]=[CH:4][CH:3]=5)[CH:24]=4)[CH:29]=3)=[O:31])[CH3:51])[N:37]=2)[CH:48]=[C:47]([F:49])[C:44]=1[C:45]#[N:46]. The catalyst class is: 2. (5) Reactant: [NH2:1][C:2]1[CH:3]=[C:4]2[C:8](=[C:9]([F:11])[CH:10]=1)[N:7]([CH2:12][C:13]1[CH:18]=[CH:17][C:16]([CH:19]3[CH2:24][CH2:23][N:22]([C:25]([O:27][C:28]([CH3:31])([CH3:30])[CH3:29])=[O:26])[CH2:21][CH2:20]3)=[CH:15][N:14]=1)[CH2:6][CH2:5]2.C(OCC)(OCC)OCC.[N-:42]=[N+:43]=[N-:44].[Na+].[C:46](=O)([O-])O.[Na+]. Product: [F:11][C:9]1[CH:10]=[C:2]([N:1]2[CH:46]=[N:44][N:43]=[N:42]2)[CH:3]=[C:4]2[C:8]=1[N:7]([CH2:12][C:13]1[CH:18]=[CH:17][C:16]([CH:19]3[CH2:20][CH2:21][N:22]([C:25]([O:27][C:28]([CH3:31])([CH3:30])[CH3:29])=[O:26])[CH2:23][CH2:24]3)=[CH:15][N:14]=1)[CH2:6][CH2:5]2. The catalyst class is: 86. (6) Reactant: [CH2:1]([O:3][C:4](=[O:16])[C:5]1[CH:13]=[C:12]([CH2:14][OH:15])[CH:11]=[C:7]([C:8](O)=[O:9])[CH:6]=1)[CH3:2].[CH3:17][NH:18]CCC.ON1C2C=CC=CC=2N=N1.Cl.CN(C)CCCN=C=NCC. Product: [CH2:1]([O:3][C:4](=[O:16])[C:5]1[CH:13]=[C:12]([CH2:14][OH:15])[CH:11]=[C:7]([C:8]([NH:18][CH3:17])=[O:9])[CH:6]=1)[CH3:2]. The catalyst class is: 139.